This data is from Reaction yield outcomes from USPTO patents with 853,638 reactions. The task is: Predict the reaction yield, written as a fraction of the theoretical maximum amount of product (1.0 means a 100% yield; for example, 0.34 means a 34% yield). The reactants are [CH:1]1([NH:8][C:9]2[N:14]=[C:13]([NH:15][CH2:16][CH:17]3[CH2:21][CH2:20][CH2:19][N:18]3[CH2:22][CH3:23])[N:12]=[C:11]([NH:24][C:25]3[CH:30]=[CH:29][C:28]([O:31][CH3:32])=[C:27]([F:33])[CH:26]=3)[N:10]=2)[CH2:7][CH2:6][CH2:5][CH2:4][CH2:3][CH2:2]1.[ClH:34]. The catalyst is CO. The product is [ClH:34].[CH:1]1([NH:8][C:9]2[N:14]=[C:13]([NH:15][CH2:16][CH:17]3[CH2:21][CH2:20][CH2:19][N:18]3[CH2:22][CH3:23])[N:12]=[C:11]([NH:24][C:25]3[CH:30]=[CH:29][C:28]([O:31][CH3:32])=[C:27]([F:33])[CH:26]=3)[N:10]=2)[CH2:7][CH2:6][CH2:5][CH2:4][CH2:3][CH2:2]1. The yield is 0.970.